Predict the reactants needed to synthesize the given product. From a dataset of Full USPTO retrosynthesis dataset with 1.9M reactions from patents (1976-2016). (1) The reactants are: [O:1]1[CH:5]=[C:4]([C:6](Cl)=[O:7])[N:3]=[CH:2]1.[NH2:9][C:10]1[S:11][C:12]2[CH:18]=[C:17]([O:19][C:20]3[CH:21]=[CH:22][C:23]([CH3:40])=[C:24]([NH:26][C:27](=[O:39])[C:28]4[CH:33]=[CH:32][CH:31]=[C:30]([C:34]5([C:37]#[N:38])[CH2:36][CH2:35]5)[CH:29]=4)[CH:25]=3)[CH:16]=[CH:15][C:13]=2[N:14]=1.O1C=C(C(O)=O)N=C1.C(Cl)(=O)C(Cl)=O. Given the product [C:37]([C:34]1([C:30]2[CH:29]=[C:28]([CH:33]=[CH:32][CH:31]=2)[C:27]([NH:26][C:24]2[CH:25]=[C:20]([CH:21]=[CH:22][C:23]=2[CH3:40])[O:19][C:17]2[CH:16]=[CH:15][C:13]3[N:14]=[C:10]([NH:9][C:6]([C:4]4[N:3]=[CH:2][O:1][CH:5]=4)=[O:7])[S:11][C:12]=3[CH:18]=2)=[O:39])[CH2:36][CH2:35]1)#[N:38], predict the reactants needed to synthesize it. (2) Given the product [CH2:7]([O:14][C:15]1[CH:22]=[CH:21][C:18](/[CH:19]=[CH:24]/[C:25]([O:4][CH2:2][CH3:5])=[O:26])=[CH:17][CH:16]=1)[C:8]1[CH:13]=[CH:12][CH:11]=[CH:10][CH:9]=1, predict the reactants needed to synthesize it. The reactants are: C[C:2]([CH3:5])([O-:4])C.[K+].[CH2:7]([O:14][C:15]1[CH:22]=[CH:21][C:18]([CH:19]=O)=[CH:17][CH:16]=1)[C:8]1[CH:13]=[CH:12][CH:11]=[CH:10][CH:9]=1.C1C[O:26][CH2:25][CH2:24]1. (3) Given the product [Cl:1][C:2]1[CH:3]=[C:4]([NH:10][C@H:11]([CH2:20][NH:21][CH2:34][CH3:35])[CH2:12][C:13]([O:15][C:16]([CH3:19])([CH3:17])[CH3:18])=[O:14])[CH:5]=[CH:6][C:7]=1[C:8]#[N:9], predict the reactants needed to synthesize it. The reactants are: [Cl:1][C:2]1[CH:3]=[C:4]([NH:10][C@H:11]([CH2:20][N:21]([CH2:34][CH3:35])S(C2C=CC=CC=2[N+]([O-])=O)(=O)=O)[CH2:12][C:13]([O:15][C:16]([CH3:19])([CH3:18])[CH3:17])=[O:14])[CH:5]=[CH:6][C:7]=1[C:8]#[N:9].C1(S)C=CC=CC=1.C([O-])([O-])=O.[K+].[K+]. (4) Given the product [CH3:16][N:9]1[C:10]2[C:15](=[CH:14][CH:13]=[CH:12][CH:11]=2)[C:7]([C:5]2[CH:4]=[CH:3][N:29]=[C:27]([NH:26][C:22]3[CH:21]=[C:20]([OH:19])[CH:25]=[CH:24][CH:23]=3)[N:28]=2)=[CH:8]1, predict the reactants needed to synthesize it. The reactants are: CN(C)/[CH:3]=[CH:4]/[C:5]([C:7]1[C:15]2[C:10](=[CH:11][CH:12]=[CH:13][CH:14]=2)[N:9]([CH3:16])[CH:8]=1)=O.Cl.[OH:19][C:20]1[CH:21]=[C:22]([NH:26][C:27]([NH2:29])=[NH:28])[CH:23]=[CH:24][CH:25]=1.[OH-].[Na+].